This data is from Catalyst prediction with 721,799 reactions and 888 catalyst types from USPTO. The task is: Predict which catalyst facilitates the given reaction. (1) Reactant: [NH:1]1[CH2:6][CH2:5][CH:4]([N:7]2[CH:11]=[C:10]([C:12]3[CH:17]=[N:16][N:15]4[C:18]([C:21]5[CH:22]=[C:23]([NH:27][C:28]([NH:30][CH2:31][C:32]([F:35])([F:34])[F:33])=[O:29])[CH:24]=[CH:25][CH:26]=5)=[CH:19][N:20]=[C:14]4[CH:13]=3)[CH:9]=[N:8]2)[CH2:3][CH2:2]1.F[P-](F)(F)(F)(F)F.N1(O[P+](N(C)C)(N(C)C)N(C)C)C2C=CC=CC=2N=N1.[CH:63]1([CH2:66][C:67](O)=[O:68])[CH2:65][CH2:64]1.C(N(CC)C(C)C)(C)C. Product: [CH:63]1([CH2:66][C:67]([N:1]2[CH2:6][CH2:5][CH:4]([N:7]3[CH:11]=[C:10]([C:12]4[CH:17]=[N:16][N:15]5[C:18]([C:21]6[CH:22]=[C:23]([NH:27][C:28]([NH:30][CH2:31][C:32]([F:33])([F:35])[F:34])=[O:29])[CH:24]=[CH:25][CH:26]=6)=[CH:19][N:20]=[C:14]5[CH:13]=4)[CH:9]=[N:8]3)[CH2:3][CH2:2]2)=[O:68])[CH2:65][CH2:64]1. The catalyst class is: 16. (2) Reactant: [NH2:1][C:2]1[CH:3]=[CH:4][CH:5]=[C:6]2[C:11]=1[N:10]=[CH:9][CH:8]=[CH:7]2.[Cl:12]N1C(=O)CCC1=O. Product: [NH2:1][C:2]1[CH:3]=[CH:4][CH:5]=[C:6]2[C:11]=1[N:10]=[CH:9][CH:8]=[C:7]2[Cl:12]. The catalyst class is: 41. (3) Reactant: Cl.[C:2]1([CH:8]([C@H:10]2[CH2:14][CH2:13][CH2:12][NH:11]2)[OH:9])[CH:7]=[CH:6][CH:5]=[CH:4][CH:3]=1.C([C@H]1CCCN1[C:22]([O:24][C:25]([CH3:28])([CH3:27])[CH3:26])=[O:23])=O.C1([Mg]Br)C=CC=CC=1.[Cl-].[NH4+]. Product: [OH:9][CH:8]([C:2]1[CH:3]=[CH:4][CH:5]=[CH:6][CH:7]=1)[C@H:10]1[CH2:14][CH2:13][CH2:12][N:11]1[C:22]([O:24][C:25]([CH3:28])([CH3:27])[CH3:26])=[O:23]. The catalyst class is: 375. (4) Reactant: Br[CH:2]1[C:7](=O)[CH2:6][CH2:5][CH:4]([NH:9][C:10](=[O:16])[O:11][C:12]([CH3:15])([CH3:14])[CH3:13])[CH2:3]1.C(N(C(C)C)CC)(C)C.[NH2:26][C:27]([NH2:29])=[S:28]. Product: [NH2:29][C:27]1[S:28][C:2]2[CH2:3][CH:4]([NH:9][C:10](=[O:16])[O:11][C:12]([CH3:15])([CH3:14])[CH3:13])[CH2:5][CH2:6][C:7]=2[N:26]=1. The catalyst class is: 10. (5) Reactant: [CH3:1][C:2]1[CH:15]=[C:14]([C:16]2([C:29]([F:32])([F:31])[F:30])[O:20][N:19]=[C:18]([C:21]3[CH:26]=[CH:25][C:24]([S:27][CH3:28])=[CH:23][CH:22]=3)[CH2:17]2)[CH:13]=[CH:12][C:3]=1[NH:4][C:5](=[O:11])[O:6][C:7]([CH3:10])([CH3:9])[CH3:8].ClC1C=CC=C(C(OO)=[O:41])C=1. Product: [CH3:1][C:2]1[CH:15]=[C:14]([C:16]2([C:29]([F:31])([F:30])[F:32])[O:20][N:19]=[C:18]([C:21]3[CH:22]=[CH:23][C:24]([S:27]([CH3:28])=[O:41])=[CH:25][CH:26]=3)[CH2:17]2)[CH:13]=[CH:12][C:3]=1[NH:4][C:5](=[O:11])[O:6][C:7]([CH3:10])([CH3:8])[CH3:9]. The catalyst class is: 4.